Dataset: Full USPTO retrosynthesis dataset with 1.9M reactions from patents (1976-2016). Task: Predict the reactants needed to synthesize the given product. (1) Given the product [C:5]([C:7]1[C:8]([O:33][C@H:34]([CH3:38])[CH2:35][O:36][CH3:37])=[CH:9][C:10]([NH:13][C:14]([N:16]2[C:25]3[C:20](=[CH:21][C:22]([CH2:1][NH:39][C@@H:40]([CH3:41])[CH2:42][OH:43])=[C:23]([CH:26]([O:29][CH3:30])[O:27][CH3:28])[N:24]=3)[CH2:19][CH2:18][CH2:17]2)=[O:15])=[N:11][CH:12]=1)#[N:6], predict the reactants needed to synthesize it. The reactants are: [C:1]([BH3-])#N.[Na+].[C:5]([C:7]1[C:8]([O:33][C@H:34]([CH3:38])[CH2:35][O:36][CH3:37])=[CH:9][C:10]([NH:13][C:14]([N:16]2[C:25]3[C:20](=[CH:21][C:22](C=O)=[C:23]([CH:26]([O:29][CH3:30])[O:27][CH3:28])[N:24]=3)[CH2:19][CH2:18][CH2:17]2)=[O:15])=[N:11][CH:12]=1)#[N:6].[NH2:39][C@@H:40]([CH2:42][OH:43])[CH3:41]. (2) Given the product [C:2]([O:5][CH2:6][C:7]([CH3:13])([CH3:12])[C:8]([OH:10])=[O:9])([CH3:3])([CH3:1])[CH3:4], predict the reactants needed to synthesize it. The reactants are: [CH3:1][C:2](=[CH2:4])[CH3:3].[OH:5][CH2:6][C:7]([CH3:13])([CH3:12])[C:8]([O:10]C)=[O:9]. (3) Given the product [CH3:16][O:15][C:13]([C:12]1[O:7][C:6]([C:5]2[CH:9]=[CH:10][C:2]([F:1])=[CH:3][CH:4]=2)=[N:8][C:17]=1[CH3:19])=[O:14], predict the reactants needed to synthesize it. The reactants are: [F:1][C:2]1[CH:10]=[CH:9][C:5]([C:6]([NH2:8])=[O:7])=[CH:4][CH:3]=1.Cl[CH:12]([C:17]([CH3:19])=O)[C:13]([O:15][CH3:16])=[O:14].